From a dataset of Catalyst prediction with 721,799 reactions and 888 catalyst types from USPTO. Predict which catalyst facilitates the given reaction. Reactant: C[O:2][C:3](=O)[C@@H:4]([NH:9][C:10](=[O:24])[C:11]1[CH:16]=[CH:15][C:14]([C:17]#[C:18]/[CH:19]=[CH:20]/[CH:21]2[CH2:23][CH2:22]2)=[CH:13][CH:12]=1)[C:5]([OH:8])([CH3:7])[CH3:6].[NH2:26][OH:27]. Product: [CH:21]1(/[CH:20]=[CH:19]/[C:18]#[C:17][C:14]2[CH:15]=[CH:16][C:11]([C:10]([NH:9][C@H:4]([C:3](=[O:2])[NH:26][OH:27])[C:5]([OH:8])([CH3:7])[CH3:6])=[O:24])=[CH:12][CH:13]=2)[CH2:23][CH2:22]1. The catalyst class is: 32.